This data is from Catalyst prediction with 721,799 reactions and 888 catalyst types from USPTO. The task is: Predict which catalyst facilitates the given reaction. (1) The catalyst class is: 3. Reactant: [CH2:1]([O:8][C:9]1[CH:14]=[CH:13][C:12]([CH2:15][C:16]([OH:18])=O)=[C:11]([CH3:19])[CH:10]=1)[C:2]1[CH:7]=[CH:6][CH:5]=[CH:4][CH:3]=1.[NH:20]1[CH2:23][CH2:22][CH2:21]1.CCN(C(C)C)C(C)C.CN(C(ON1N=NC2C=CC=NC1=2)=[N+](C)C)C.F[P-](F)(F)(F)(F)F. Product: [N:20]1([C:16](=[O:18])[CH2:15][C:12]2[CH:13]=[CH:14][C:9]([O:8][CH2:1][C:2]3[CH:3]=[CH:4][CH:5]=[CH:6][CH:7]=3)=[CH:10][C:11]=2[CH3:19])[CH2:23][CH2:22][CH2:21]1. (2) Reactant: C(N(CC)CC)C.[C:8](Cl)(=[O:16])[O:9][C:10]1[CH:15]=[CH:14][CH:13]=[CH:12][CH:11]=1.[F:18][C:19]1[CH:29]=[CH:28][C:22]([O:23][CH2:24][CH2:25][CH2:26][NH2:27])=[C:21]([N+:30]([O-:32])=[O:31])[CH:20]=1. Product: [C:10]1([O:9][C:8](=[O:16])[NH:27][CH2:26][CH2:25][CH2:24][O:23][C:22]2[CH:28]=[CH:29][C:19]([F:18])=[CH:20][C:21]=2[N+:30]([O-:32])=[O:31])[CH:15]=[CH:14][CH:13]=[CH:12][CH:11]=1. The catalyst class is: 12. (3) Reactant: [NH:1]([C:8](=[O:44])[CH:9]([C:16]1[CH:43]=[CH:42][C:19]([C:20]([NH:22][C:23]2[CH:28]=[C:27]([C:29]3[CH:33]=[CH:32][S:31][CH:30]=3)[CH:26]=[CH:25][C:24]=2[NH:34]C(=O)OC(C)(C)C)=[O:21])=[CH:18][CH:17]=1)[CH2:10][NH:11][C:12]([NH:14][CH3:15])=[O:13])[C:2]1[CH:7]=[CH:6][CH:5]=[CH:4][CH:3]=1.FC(F)(F)C(O)=O.C([O-])(O)=O.[Na+]. Product: [NH2:34][C:24]1[CH:25]=[CH:26][C:27]([C:29]2[CH:33]=[CH:32][S:31][CH:30]=2)=[CH:28][C:23]=1[NH:22][C:20](=[O:21])[C:19]1[CH:18]=[CH:17][C:16]([CH:9]([CH2:10][NH:11][C:12]([NH:14][CH3:15])=[O:13])[C:8]([NH:1][C:2]2[CH:7]=[CH:6][CH:5]=[CH:4][CH:3]=2)=[O:44])=[CH:43][CH:42]=1. The catalyst class is: 91. (4) Product: [CH2:1]([O:3][C:4]1[C:8]([CH2:9][CH2:10][O:11][C:23]2[CH:27]=[C:26]([CH2:28][C:29]([OH:31])=[O:30])[N:25]([CH3:33])[N:24]=2)=[CH:7][N:6]([C:12]2[CH:17]=[CH:16][C:15]([C:18]([F:20])([F:19])[F:21])=[CH:14][N:13]=2)[N:5]=1)[CH3:2]. The catalyst class is: 7. Reactant: [CH2:1]([O:3][C:4]1[C:8]([CH2:9][CH2:10][OH:11])=[CH:7][N:6]([C:12]2[CH:17]=[CH:16][C:15]([C:18]([F:21])([F:20])[F:19])=[CH:14][N:13]=2)[N:5]=1)[CH3:2].O[C:23]1[CH:27]=[C:26]([CH2:28][C:29]([O:31]C)=[O:30])[N:25]([CH3:33])[N:24]=1.C(P(CCCC)CCCC)CCC.N(C(N1CCCCC1)=O)=NC(N1CCCCC1)=O. (5) Reactant: [Cl:1][C:2]1[CH:7]=[CH:6][C:5]([C:8]2[N:9](COCC[Si](C)(C)C)[CH:10]=[C:11]([C:13]3[N:17]([CH2:18][CH2:19][O:20][CH3:21])[C:16]4[CH:22]=[CH:23][C:24]([C:26]([N:28]([CH3:30])[CH3:29])=[O:27])=[CH:25][C:15]=4[N:14]=3)[N:12]=2)=[CH:4][C:3]=1[O:39]C.B(Br)(Br)Br. Product: [Cl:1][C:2]1[CH:7]=[CH:6][C:5]([C:8]2[NH:9][CH:10]=[C:11]([C:13]3[N:17]([CH2:18][CH2:19][O:20][CH3:21])[C:16]4[CH:22]=[CH:23][C:24]([C:26]([N:28]([CH3:30])[CH3:29])=[O:27])=[CH:25][C:15]=4[N:14]=3)[N:12]=2)=[CH:4][C:3]=1[OH:39]. The catalyst class is: 2. (6) Reactant: [CH3:16][C:11]1([CH3:17])[C:12]([CH3:15])([CH3:14])[O:13][B:9]([B:9]2[O:13][C:12]([CH3:15])([CH3:14])[C:11]([CH3:17])([CH3:16])[O:10]2)[O:10]1.Br[C:20]1[CH:25]=[CH:24][C:23]([N:26]2[N:30]=[N:29][CH:28]=[N:27]2)=[CH:22][CH:21]=1.C([O-])(=O)C.[K+]. Product: [CH3:15][C:12]1([CH3:14])[C:11]([CH3:16])([CH3:17])[O:10][B:9]([C:20]2[CH:25]=[CH:24][C:23]([N:26]3[N:30]=[N:29][CH:28]=[N:27]3)=[CH:22][CH:21]=2)[O:13]1. The catalyst class is: 75. (7) Reactant: [C:1]([N:9]1[CH2:13][CH:12]2[CH2:14][N:15](C(OC(C)(C)C)=O)[CH2:16][CH:11]2[CH2:10]1)(=[O:8])[C:2]1[CH:7]=[CH:6][CH:5]=[CH:4][CH:3]=1. Product: [CH2:10]1[CH:11]2[CH2:16][NH:15][CH2:14][CH:12]2[CH2:13][N:9]1[C:1]([C:2]1[CH:3]=[CH:4][CH:5]=[CH:6][CH:7]=1)=[O:8]. The catalyst class is: 137.